Dataset: Full USPTO retrosynthesis dataset with 1.9M reactions from patents (1976-2016). Task: Predict the reactants needed to synthesize the given product. Given the product [Cl:1][C:2]1[C:17]([Cl:18])=[CH:16][CH:15]=[CH:14][C:3]=1[CH2:4][C:5]1[C:8]([C:9]([F:10])([F:11])[F:12])=[N:20][NH:21][C:6]=1[NH2:7], predict the reactants needed to synthesize it. The reactants are: [Cl:1][C:2]1[C:17]([Cl:18])=[CH:16][CH:15]=[CH:14][C:3]=1[CH2:4][CH:5]([C:8](=O)[C:9]([F:12])([F:11])[F:10])[C:6]#[N:7].O.[NH2:20][NH2:21].